Dataset: NCI-60 drug combinations with 297,098 pairs across 59 cell lines. Task: Regression. Given two drug SMILES strings and cell line genomic features, predict the synergy score measuring deviation from expected non-interaction effect. (1) Drug 1: CCC1(C2=C(COC1=O)C(=O)N3CC4=CC5=C(C=CC(=C5CN(C)C)O)N=C4C3=C2)O.Cl. Drug 2: N.N.Cl[Pt+2]Cl. Cell line: OVCAR3. Synergy scores: CSS=50.4, Synergy_ZIP=4.55, Synergy_Bliss=5.20, Synergy_Loewe=-4.31, Synergy_HSA=4.32. (2) Drug 1: C1CCC(C1)C(CC#N)N2C=C(C=N2)C3=C4C=CNC4=NC=N3. Drug 2: CN1C2=C(C=C(C=C2)N(CCCl)CCCl)N=C1CCCC(=O)O.Cl. Cell line: RPMI-8226. Synergy scores: CSS=4.23, Synergy_ZIP=2.74, Synergy_Bliss=8.49, Synergy_Loewe=0.512, Synergy_HSA=1.56. (3) Drug 1: CCC1=C2CN3C(=CC4=C(C3=O)COC(=O)C4(CC)O)C2=NC5=C1C=C(C=C5)O. Drug 2: CC12CCC3C(C1CCC2OP(=O)(O)O)CCC4=C3C=CC(=C4)OC(=O)N(CCCl)CCCl.[Na+]. Cell line: NCI-H522. Synergy scores: CSS=53.7, Synergy_ZIP=-2.89, Synergy_Bliss=-3.36, Synergy_Loewe=-35.7, Synergy_HSA=2.84. (4) Drug 1: C1CC(=O)NC(=O)C1N2CC3=C(C2=O)C=CC=C3N. Drug 2: C(CC(=O)O)C(=O)CN.Cl. Cell line: OVCAR-5. Synergy scores: CSS=17.1, Synergy_ZIP=-3.43, Synergy_Bliss=-0.527, Synergy_Loewe=0.566, Synergy_HSA=0.675.